This data is from Forward reaction prediction with 1.9M reactions from USPTO patents (1976-2016). The task is: Predict the product of the given reaction. Given the reactants [CH2:1]([C@H:3]1[N:12]([C:13](=[O:22])[C:14]2[CH:19]=[CH:18][C:17]([O:20][CH3:21])=[CH:16][CH:15]=2)[C:11]2[C:6](=[CH:7][CH:8]=[C:9]([F:23])[CH:10]=2)[NH:5][C:4]1=[O:24])[CH3:2].[CH2:25]([C@H]1N(C(=O)C2C=CC=C(OC)C=2)C2C(=CC(F)=CC=2)N(C)C1=O)C, predict the reaction product. The product is: [CH2:1]([C@H:3]1[N:12]([C:13](=[O:22])[C:14]2[CH:19]=[CH:18][C:17]([O:20][CH3:21])=[CH:16][CH:15]=2)[C:11]2[C:6](=[CH:7][CH:8]=[C:9]([F:23])[CH:10]=2)[N:5]([CH3:25])[C:4]1=[O:24])[CH3:2].